From a dataset of Catalyst prediction with 721,799 reactions and 888 catalyst types from USPTO. Predict which catalyst facilitates the given reaction. (1) Reactant: [C:1]1(P([C:1]2[CH:6]=[CH:5][CH:4]=[CH:3][CH:2]=2)[C:1]2[CH:6]=[CH:5][CH:4]=[CH:3][CH:2]=2)[CH:6]=[CH:5][CH:4]=[CH:3][CH:2]=1.[CH3:31][CH2:30][O:29][C:27](/[N:26]=[N:26]/[C:27]([O:29][CH2:30][CH3:31])=O)=O.[C:32](#[N:34])[CH3:33].[F:35][C:36]1[CH:44]=[CH:43][C:39]([CH2:40][CH2:41][OH:42])=[CH:38][CH:37]=1. Product: [O:29]1[C:30]2[CH:31]=[CH:6][CH:1]=[CH:2][C:3]=2[N:26]=[C:27]1[C:1]1[CH:6]=[CH:5][C:4]([CH2:33][C:32]#[N:34])=[C:3]([O:42][CH2:41][CH2:40][C:39]2[CH:43]=[CH:44][C:36]([F:35])=[CH:37][CH:38]=2)[CH:2]=1. The catalyst class is: 1. (2) Reactant: [CH3:1][C:2]1([CH:7]([CH2:11][CH3:12])[C:8]([OH:10])=O)[O:6][CH2:5][CH2:4][O:3]1.C(Cl)(=O)C(Cl)=O.[N:19]1C=CC=CC=1.[CH:25]([C:28]1[CH:34]=CC(N)=[CH:30][CH:29]=1)([CH3:27])[CH3:26]. The catalyst class is: 2. Product: [CH:25]([C:28]1[CH:34]=[CH:12][C:11]([CH:7]([C:2]2([CH3:1])[O:3][CH2:4][CH2:5][O:6]2)[C:8]([NH2:19])=[O:10])=[CH:30][CH:29]=1)([CH3:27])[CH3:26].